From a dataset of Forward reaction prediction with 1.9M reactions from USPTO patents (1976-2016). Predict the product of the given reaction. Given the reactants [CH3:1][N:2]([CH2:7][C:8]1[C:16]2[C:11](=[CH:12][CH:13]=[CH:14][CH:15]=2)[NH:10][C:9]=1[CH3:17])[C:3](=[O:6])[CH:4]=[CH2:5].[NH2:18][C:19]1[N:24]=[CH:23][C:22](Br)=[CH:21][N:20]=1.C1(C)C=CC=CC=1P(C1C=CC=CC=1C)C1C=CC=CC=1C.C(N(C(C)C)CC)(C)C, predict the reaction product. The product is: [NH2:18][C:19]1[N:24]=[CH:23][C:22](/[CH:5]=[CH:4]/[C:3]([N:2]([CH2:7][C:8]2[C:16]3[C:11](=[CH:12][CH:13]=[CH:14][CH:15]=3)[NH:10][C:9]=2[CH3:17])[CH3:1])=[O:6])=[CH:21][N:20]=1.